From a dataset of Forward reaction prediction with 1.9M reactions from USPTO patents (1976-2016). Predict the product of the given reaction. (1) Given the reactants C[O:2][C:3]([C:5]1[C:6]2[CH:7]=[CH:8][CH:9]=[N:10][C:11]=2[CH:12]=[C:13]([CH3:16])[C:14]=1[NH2:15])=[O:4].[OH-].[Na+], predict the reaction product. The product is: [NH2:15][C:14]1[C:13]([CH3:16])=[CH:12][C:11]2[N:10]=[CH:9][CH:8]=[CH:7][C:6]=2[C:5]=1[C:3]([OH:4])=[O:2]. (2) Given the reactants [CH3:1][O:2][C:3](=[O:16])[C@H:4]([C@@H:13]([CH3:15])[OH:14])[NH:5][C:6]([O:8][C:9]([CH3:12])([CH3:11])[CH3:10])=[O:7].CC1C=CC=C(C)N=1.FC(F)(F)S(O[Si:31]([C:34]([CH3:37])([CH3:36])[CH3:35])([CH3:33])[CH3:32])(=O)=O.Cl, predict the reaction product. The product is: [C:9]([O:8][C:6]([NH:5][C@@H:4]([C@H:13]([O:14][Si:31]([C:34]([CH3:37])([CH3:36])[CH3:35])([CH3:33])[CH3:32])[CH3:15])[C:3]([O:2][CH3:1])=[O:16])=[O:7])([CH3:12])([CH3:10])[CH3:11]. (3) Given the reactants [C:1]1([CH:7]([NH:12][S:13]([C:16]2[CH:21]=[CH:20][CH:19]=[C:18]([C:22]([F:25])([F:24])[F:23])[CH:17]=2)(=[O:15])=[O:14])[CH2:8][C:9]([OH:11])=O)[CH:6]=[CH:5][CH:4]=[CH:3][CH:2]=1.CN(C=O)C.C(Cl)(=O)C(Cl)=O.[CH3:37][NH:38][CH:39]1[C:48]2[C:43](=[CH:44][C:45]([CH2:49][N:50]3[CH2:55][CH2:54][CH2:53][CH2:52][CH2:51]3)=[CH:46][CH:47]=2)[O:42][CH2:41][CH2:40]1, predict the reaction product. The product is: [CH3:37][N:38]([CH:39]1[C:48]2[C:43](=[CH:44][C:45]([CH2:49][N:50]3[CH2:55][CH2:54][CH2:53][CH2:52][CH2:51]3)=[CH:46][CH:47]=2)[O:42][CH2:41][CH2:40]1)[C:9](=[O:11])[CH2:8][CH:7]([C:1]1[CH:2]=[CH:3][CH:4]=[CH:5][CH:6]=1)[NH:12][S:13]([C:16]1[CH:21]=[CH:20][CH:19]=[C:18]([C:22]([F:24])([F:23])[F:25])[CH:17]=1)(=[O:14])=[O:15]. (4) Given the reactants [NH2:1][CH:2]([CH:7]([O:9][CH2:10][C:11]1[CH:16]=[CH:15][CH:14]=[CH:13][CH:12]=1)[CH3:8])[C:3]([NH:5][CH3:6])=[O:4].[Cl-].[CH2:18]([O:20][C:21]([CH2:23][CH:24]([CH2:28][CH:29]([CH3:31])[CH3:30])[C:25](O)=[O:26])=[O:22])[CH3:19].C1C=CC2N(O)N=NC=2C=1.C(Cl)CCl.CN1CCOCC1, predict the reaction product. The product is: [CH3:6][NH:5][C:3]([C@@H:2]([NH:1][C:25]([CH:24]([CH2:28][CH:29]([CH3:30])[CH3:31])[CH2:23][C:21]([O:20][CH2:18][CH3:19])=[O:22])=[O:26])[C@H:7]([O:9][CH2:10][C:11]1[CH:12]=[CH:13][CH:14]=[CH:15][CH:16]=1)[CH3:8])=[O:4].